Dataset: Forward reaction prediction with 1.9M reactions from USPTO patents (1976-2016). Task: Predict the product of the given reaction. (1) Given the reactants [NH2:1][C@@:2]1([C:11]2[CH:16]=[CH:15][CH:14]=[CH:13][C:12]=2[F:17])[CH2:6][C@H:5]([O:7][CH3:8])[CH2:4][C@H:3]1[CH2:9][OH:10].[C:18]1([CH2:31][O:32][C:33]([N:35]=[C:36]=[S:37])=[O:34])[C:30]2[CH2:29][C:28]3[C:23](=[CH:24][CH:25]=[CH:26][CH:27]=3)[C:22]=2[CH:21]=[CH:20][CH:19]=1, predict the reaction product. The product is: [F:17][C:12]1[CH:13]=[CH:14][CH:15]=[CH:16][C:11]=1[C@:2]1([NH:1][C:36]([NH:35][C:33](=[O:34])[O:32][CH2:31][CH:18]2[C:19]3[CH:20]=[CH:21][CH:22]=[CH:30][C:29]=3[C:28]3[C:27]2=[CH:26][CH:25]=[CH:24][CH:23]=3)=[S:37])[CH2:6][C@H:5]([O:7][CH3:8])[CH2:4][C@H:3]1[CH2:9][OH:10]. (2) Given the reactants Br[C:2]1[CH:7]=[C:6]([C:8]2[N:12]3[CH:13]=[C:14]([Cl:17])[CH:15]=[CH:16][C:11]3=[N:10][C:9]=2[C:18]2[CH:23]=[CH:22][CH:21]=[C:20]([CH3:24])[N:19]=2)[CH:5]=[CH:4][N:3]=1.[CH:25]([C:27]1[CH:32]=[CH:31][C:30](B(O)O)=[CH:29][CH:28]=1)=[O:26], predict the reaction product. The product is: [Cl:17][C:14]1[CH:15]=[CH:16][C:11]2[N:12]([C:8]([C:6]3[CH:5]=[CH:4][N:3]=[C:2]([C:30]4[CH:31]=[CH:32][C:27]([CH:25]=[O:26])=[CH:28][CH:29]=4)[CH:7]=3)=[C:9]([C:18]3[CH:23]=[CH:22][CH:21]=[C:20]([CH3:24])[N:19]=3)[N:10]=2)[CH:13]=1.